Dataset: Catalyst prediction with 721,799 reactions and 888 catalyst types from USPTO. Task: Predict which catalyst facilitates the given reaction. Reactant: [CH2:1]([O:8][C:9]1[CH:18]=[C:17]2[C:12]([CH:13]=[CH:14][C:15](=[O:34])[N:16]2[C:19]2[CH:24]=[CH:23][C:22]([CH2:25][O:26][Si](C(C)(C)C)(C)C)=[CH:21][N:20]=2)=[CH:11][CH:10]=1)[C:2]1[CH:7]=[CH:6][CH:5]=[CH:4][CH:3]=1.N1C=CC=CC=1.F.C(=O)(O)[O-].[Na+]. Product: [CH2:1]([O:8][C:9]1[CH:18]=[C:17]2[C:12]([CH:13]=[CH:14][C:15](=[O:34])[N:16]2[C:19]2[CH:24]=[CH:23][C:22]([CH2:25][OH:26])=[CH:21][N:20]=2)=[CH:11][CH:10]=1)[C:2]1[CH:7]=[CH:6][CH:5]=[CH:4][CH:3]=1. The catalyst class is: 10.